Regression. Given a peptide amino acid sequence and an MHC pseudo amino acid sequence, predict their binding affinity value. This is MHC class II binding data. From a dataset of Peptide-MHC class II binding affinity with 134,281 pairs from IEDB. (1) The peptide sequence is IIFSQNMNIKLKMPL. The MHC is HLA-DQA10101-DQB10501 with pseudo-sequence HLA-DQA10101-DQB10501. The binding affinity (normalized) is 0.0605. (2) The peptide sequence is SNFLRGKLKLYTGEA. The MHC is DRB4_0101 with pseudo-sequence DRB4_0103. The binding affinity (normalized) is 0.279. (3) The peptide sequence is FVVTTDISEMGANFK. The MHC is DRB1_0901 with pseudo-sequence DRB1_0901. The binding affinity (normalized) is 0.135. (4) The binding affinity (normalized) is 0.186. The MHC is DRB1_0101 with pseudo-sequence DRB1_0101. The peptide sequence is PHAATIRVLALGNQE. (5) The peptide sequence is MATRFMTDPHAMRDM. The MHC is DRB1_0101 with pseudo-sequence DRB1_0101. The binding affinity (normalized) is 0.360. (6) The peptide sequence is YVKFLANVSTVLTGK. The MHC is DRB1_1001 with pseudo-sequence DRB1_1001. The binding affinity (normalized) is 0.758. (7) The peptide sequence is ALSYYPTPLAKEDFL. The MHC is DRB1_1602 with pseudo-sequence DRB1_1602. The binding affinity (normalized) is 0.383.